This data is from Peptide-MHC class I binding affinity with 185,985 pairs from IEDB/IMGT. The task is: Regression. Given a peptide amino acid sequence and an MHC pseudo amino acid sequence, predict their binding affinity value. This is MHC class I binding data. (1) The peptide sequence is CRTAFKPVL. The MHC is HLA-A02:03 with pseudo-sequence HLA-A02:03. The binding affinity (normalized) is 0.0847. (2) The peptide sequence is FPQGKAREF. The MHC is HLA-B42:01 with pseudo-sequence HLA-B42:01. The binding affinity (normalized) is 0.739. (3) The peptide sequence is VVGADGFGY. The MHC is HLA-B51:01 with pseudo-sequence HLA-B51:01. The binding affinity (normalized) is 0.0847.